Dataset: Catalyst prediction with 721,799 reactions and 888 catalyst types from USPTO. Task: Predict which catalyst facilitates the given reaction. (1) Reactant: [C:1]([CH2:9][C:10]([O:12][CH2:13][CH3:14])=[O:11])(=[O:8])[C:2]1[CH:7]=[CH:6][CH:5]=[CH:4][CH:3]=1.[Br:15]N1C(=O)CCC1=O.CCOC(C)=O. Product: [Br:15][CH:9]([C:1](=[O:8])[C:2]1[CH:7]=[CH:6][CH:5]=[CH:4][CH:3]=1)[C:10]([O:12][CH2:13][CH3:14])=[O:11]. The catalyst class is: 16. (2) Reactant: [Si]([O:8][C@H:9]([C:47]1[CH:48]=[CH:49][C:50]([OH:58])=[C:51]([NH:53][S:54]([CH3:57])(=[O:56])=[O:55])[CH:52]=1)[CH2:10][NH:11][CH2:12][CH2:13][C:14]1[CH:19]=[CH:18][C:17]([O:20][CH2:21][CH2:22][CH2:23][C:24]2[CH:29]=[CH:28][C:27]([OH:30])=[C:26]([C@@H:31]([C:41]3[CH:46]=[CH:45][CH:44]=[CH:43][CH:42]=3)[CH2:32][CH2:33][N:34]([CH:38]([CH3:40])[CH3:39])[CH:35]([CH3:37])[CH3:36])[CH:25]=2)=[CH:16][CH:15]=1)(C(C)(C)C)(C)C.CCN(CC)CC.F.F.F. Product: [CH:38]([N:34]([CH:35]([CH3:37])[CH3:36])[CH2:33][CH2:32][C@@H:31]([C:26]1[CH:25]=[C:24]([CH2:23][CH2:22][CH2:21][O:20][C:17]2[CH:18]=[CH:19][C:14]([CH2:13][CH2:12][NH:11][CH2:10][C@@H:9]([C:47]3[CH:48]=[CH:49][C:50]([OH:58])=[C:51]([NH:53][S:54]([CH3:57])(=[O:56])=[O:55])[CH:52]=3)[OH:8])=[CH:15][CH:16]=2)[CH:29]=[CH:28][C:27]=1[OH:30])[C:41]1[CH:42]=[CH:43][CH:44]=[CH:45][CH:46]=1)([CH3:39])[CH3:40]. The catalyst class is: 83. (3) Reactant: Cl[C:2]1[C:11]2[C:6](=[CH:7][C:8]([C:12]([N:14]3[CH2:19][CH2:18][CH2:17][CH2:16][CH:15]3[CH2:20][NH:21]C(OC(C)(C)C)=O)=[O:13])=[CH:9][CH:10]=2)[N:5]=[CH:4][N:3]=1.[NH2:29][CH2:30][C:31]1[CH:32]=[C:33]([CH:37]=[CH:38][CH:39]=1)[C:34]([NH2:36])=[NH:35].C(N(C(C)C)CC)(C)C.FC(F)(F)C(O)=O. Product: [NH2:21][CH2:20][CH:15]1[CH2:16][CH2:17][CH2:18][CH2:19][N:14]1[C:12]([C:8]1[CH:7]=[C:6]2[C:11]([C:2]([NH:29][CH2:30][C:31]3[CH:32]=[C:33]([CH:37]=[CH:38][CH:39]=3)[C:34]([NH2:36])=[NH:35])=[N:3][CH:4]=[N:5]2)=[CH:10][CH:9]=1)=[O:13]. The catalyst class is: 9.